From a dataset of NCI-60 drug combinations with 297,098 pairs across 59 cell lines. Regression. Given two drug SMILES strings and cell line genomic features, predict the synergy score measuring deviation from expected non-interaction effect. (1) Drug 1: C1=CC(=C2C(=C1NCCNCCO)C(=O)C3=C(C=CC(=C3C2=O)O)O)NCCNCCO. Drug 2: CC1=C2C(C(=O)C3(C(CC4C(C3C(C(C2(C)C)(CC1OC(=O)C(C(C5=CC=CC=C5)NC(=O)C6=CC=CC=C6)O)O)OC(=O)C7=CC=CC=C7)(CO4)OC(=O)C)O)C)OC(=O)C. Cell line: NCI-H322M. Synergy scores: CSS=22.6, Synergy_ZIP=-9.95, Synergy_Bliss=-10.3, Synergy_Loewe=-8.83, Synergy_HSA=-6.07. (2) Drug 1: C1=CC=C(C=C1)NC(=O)CCCCCCC(=O)NO. Drug 2: CN(C(=O)NC(C=O)C(C(C(CO)O)O)O)N=O. Cell line: NCI-H226. Synergy scores: CSS=-0.521, Synergy_ZIP=1.79, Synergy_Bliss=0.709, Synergy_Loewe=-8.99, Synergy_HSA=-4.75.